Dataset: Full USPTO retrosynthesis dataset with 1.9M reactions from patents (1976-2016). Task: Predict the reactants needed to synthesize the given product. (1) Given the product [C:20]([C:19]1[CH:23]=[CH:24][C:16]([O:15][CH2:14][C:4]2[CH:5]=[N:6][N:7]([CH:8]3[CH2:13][CH2:12][N:11]([C:33]([O:34][C:35]4([CH3:38])[CH2:37][CH2:36]4)=[O:39])[CH2:10][CH2:9]3)[C:3]=2[C:1]#[N:2])=[C:17]([F:25])[CH:18]=1)(=[O:21])[NH2:22], predict the reactants needed to synthesize it. The reactants are: [C:1]([C:3]1[N:7]([CH:8]2[CH2:13][CH2:12][NH:11][CH2:10][CH2:9]2)[N:6]=[CH:5][C:4]=1[CH2:14][O:15][C:16]1[CH:24]=[CH:23][C:19]([C:20]([NH2:22])=[O:21])=[CH:18][C:17]=1[F:25])#[N:2].C(N(CC)CC)C.[C:33](=O)([O:39]C1C=CC([N+]([O-])=O)=CC=1)[O:34][C:35]1([CH3:38])[CH2:37][CH2:36]1. (2) The reactants are: [CH:1]1([C:4]2[CH:8]=[C:7](N)[S:6][N:5]=2)[CH2:3][CH2:2]1.S(=O)(=O)(O)O.N([O-])=O.[Na+].[I-:19].[K+].C(=O)([O-])[O-].[K+].[K+]. Given the product [CH:1]1([C:4]2[CH:8]=[C:7]([I:19])[S:6][N:5]=2)[CH2:3][CH2:2]1, predict the reactants needed to synthesize it. (3) Given the product [CH2:1]([N:3]1[CH2:8][C:7]([CH3:9])([CH3:10])[O:6][C:5](=[O:11])[CH:4]1[CH2:12][C:13](=[O:15])[N:41]1[CH:37]=[CH:36][CH:35]=[N:40]1)[CH3:2], predict the reactants needed to synthesize it. The reactants are: [CH2:1]([N:3]1[CH2:8][C:7]([CH3:10])([CH3:9])[O:6][C:5](=[O:11])[CH:4]1[CH2:12][C:13]([OH:15])=O)[CH3:2].C(N(C(C)C)CC)(C)C.CN(C(ON1[N:41]=[N:40][C:35]2[CH:36]=[CH:37]C=NC1=2)=[N+](C)C)C.F[P-](F)(F)(F)(F)F.N1C=CC=N1. (4) Given the product [CH2:1]([O:8][C:9]1[CH:10]=[C:11]2[C:12](=[CH:16][CH:17]=1)[C:13](=[O:15])[O:21][C:19](=[O:20])[CH2:18]2)[C:2]1[CH:3]=[CH:4][CH:5]=[CH:6][CH:7]=1, predict the reactants needed to synthesize it. The reactants are: [CH2:1]([O:8][C:9]1[CH:17]=[CH:16][C:12]([C:13]([OH:15])=O)=[C:11]([CH2:18][C:19]([OH:21])=[O:20])[CH:10]=1)[C:2]1[CH:7]=[CH:6][CH:5]=[CH:4][CH:3]=1. (5) Given the product [C@H:1]1([NH:10][C:11]([C:13]2[CH:18]=[CH:17][C:16]3[C:19]4[C:24]5[C:25](=[O:31])[N:26]6[C@H:30]([C:23]=5[N:22]=[C:21]([CH2:32][CH2:33][C:34]5[CH:35]=[CH:36][C:37]([F:40])=[CH:38][CH:39]=5)[C:20]=4[C:41](=[O:42])[NH:46][C:15]=3[CH:14]=2)[CH2:29][CH2:28][CH2:27]6)=[O:12])[C:9]2[C:4](=[CH:5][CH:6]=[CH:7][CH:8]=2)[CH2:3][CH2:2]1, predict the reactants needed to synthesize it. The reactants are: [C@H:1]1([NH:10][C:11]([C:13]2[CH:18]=[CH:17][C:16]([C:19]3[C:24]4[C:25](=[O:31])[N:26]5[C@H:30]([C:23]=4[N:22]=[C:21]([CH2:32][CH2:33][C:34]4[CH:39]=[CH:38][C:37]([F:40])=[CH:36][CH:35]=4)[C:20]=3[C:41](OCC)=[O:42])[CH2:29][CH2:28][CH2:27]5)=[C:15]([N+:46]([O-])=O)[CH:14]=2)=[O:12])[C:9]2[C:4](=[CH:5][CH:6]=[CH:7][CH:8]=2)[CH2:3][CH2:2]1.C(O)C.S(S([O-])=O)([O-])=O.[Na+].[Na+].Cl. (6) Given the product [Br:13][C:14]1[CH:19]=[CH:18][C:17]([F:20])=[C:16]([CH:15]=1)[CH:21]=[O:22], predict the reactants needed to synthesize it. The reactants are: C(NC(C)C)(C)C.[Li]CCCC.[Br:13][C:14]1[CH:19]=[CH:18][C:17]([F:20])=[CH:16][CH:15]=1.[CH:21](OC)=[O:22]. (7) Given the product [CH3:1][C:2]1[N:3]([CH2:29][C:30]([OH:32])=[O:31])[C:4]([CH3:28])=[C:5]([S:13][C:14]2[CH:19]=[CH:18][CH:17]=[CH:16][C:15]=2[S:20]([N:23]2[CH2:24][CH2:25][CH2:26][CH2:27]2)(=[O:22])=[O:21])[C:6]=1[C:7]1[CH:12]=[CH:11][CH:10]=[CH:9][CH:8]=1, predict the reactants needed to synthesize it. The reactants are: [CH3:1][C:2]1[N:3]([CH2:29][C:30]([O:32]C)=[O:31])[C:4]([CH3:28])=[C:5]([S:13][C:14]2[CH:19]=[CH:18][CH:17]=[CH:16][C:15]=2[S:20]([N:23]2[CH2:27][CH2:26][CH2:25][CH2:24]2)(=[O:22])=[O:21])[C:6]=1[C:7]1[CH:12]=[CH:11][CH:10]=[CH:9][CH:8]=1.[OH-].[Na+]. (8) Given the product [Cl:1][C:2]1[CH:7]=[CH:6][C:5]([CH:8]([NH2:10])[CH3:9])=[CH:4][C:3]=1[F:21], predict the reactants needed to synthesize it. The reactants are: [Cl:1][C:2]1[CH:7]=[CH:6][C:5]([CH:8]([N:10]2C(=O)C3C(=CC=CC=3)C2=O)[CH3:9])=[CH:4][C:3]=1[F:21].NN.